From a dataset of Reaction yield outcomes from USPTO patents with 853,638 reactions. Predict the reaction yield, written as a fraction of the theoretical maximum amount of product (1.0 means a 100% yield; for example, 0.34 means a 34% yield). (1) The reactants are [OH:1][C:2]1[CH:9]=[CH:8][C:5]([CH:6]=[O:7])=[CH:4][C:3]=1[O:10][CH3:11].[CH3:12][C:13](OC(OC(O[C:13]([CH3:15])([CH3:14])[CH3:12])=O)=O)([CH3:15])[CH3:14].O. The catalyst is ClCCl.C(S([O-])(=O)=O)(F)(F)F.C(S([O-])(=O)=O)(F)(F)F.C(S([O-])(=O)=O)(F)(F)F.[Sc+3]. The product is [C:13]([O:1][C:2]1[CH:9]=[CH:8][C:5]([CH:6]=[O:7])=[CH:4][C:3]=1[O:10][CH3:11])([CH3:15])([CH3:14])[CH3:12]. The yield is 0.190. (2) The reactants are [CH2:1]([O:8][C@@H:9]([C@@H:14]([C@@H:23]([CH2:25][O:26][C:27](=[O:33])[CH2:28][CH2:29][C:30]([CH3:32])=[O:31])[OH:24])[O:15][CH2:16][C:17]1[CH:22]=[CH:21][CH:20]=[CH:19][CH:18]=1)[C:10]([OH:13])=[CH:11][OH:12])[C:2]1[CH:7]=[CH:6][CH:5]=[CH:4][CH:3]=1.CC1(C)OO1.CC(C)=O.[CH2:43]([O:47][P:48]([O-:55])([O:50][CH2:51][CH2:52][CH2:53][CH3:54])=O)[CH2:44][CH2:45][CH3:46].[C:56](Cl)(=[O:61])[C:57]([CH3:60])([CH3:59])[CH3:58]. The catalyst is C(Cl)Cl.CN(C1C=CN=CC=1)C. The product is [P:48]([O:12][CH:11]1[O:24][C@H:23]([CH2:25][O:26][C:27](=[O:33])[CH2:28][CH2:29][C:30]([CH3:32])=[O:31])[C@@H:14]([O:15][CH2:16][C:17]2[CH:22]=[CH:21][CH:20]=[CH:19][CH:18]=2)[C@H:9]([O:8][CH2:1][C:2]2[CH:7]=[CH:6][CH:5]=[CH:4][CH:3]=2)[C@H:10]1[O:13][C:56](=[O:61])[C:57]([CH3:60])([CH3:59])[CH3:58])([O:47][CH2:43][CH2:44][CH2:45][CH3:46])([O:50][CH2:51][CH2:52][CH2:53][CH3:54])=[O:55]. The yield is 0.900. (3) The reactants are [CH3:1][O:2][C:3]1[CH:4]=[C:5]([CH2:9][CH:10]([CH2:17][CH2:18][CH3:19])[CH2:11][C:12]([O:14]CC)=[O:13])[CH:6]=[CH:7][CH:8]=1.[OH-].[Na+]. The catalyst is C1COCC1.CCO. The product is [CH3:1][O:2][C:3]1[CH:4]=[C:5]([CH2:9][CH:10]([CH2:17][CH2:18][CH3:19])[CH2:11][C:12]([OH:14])=[O:13])[CH:6]=[CH:7][CH:8]=1. The yield is 0.990. (4) The reactants are [NH2:1][C:2]1[CH:7]=[CH:6][C:5]([S:8]([NH:11][CH:12]2[CH2:15][CH2:14][CH2:13]2)(=[O:10])=[O:9])=[CH:4][CH:3]=1.[Br:16][C:17]1[CH:18]=[C:19]([CH:22]=[C:23]([F:25])[CH:24]=1)[CH:20]=O.[CH2:26]=[C:27]([CH3:29])[CH3:28].FC(F)(F)S([O-])(=O)=O.[Yb+3].FC(F)(F)S([O-])(=O)=O.FC(F)(F)S([O-])(=O)=O. The catalyst is C(#N)C.C(OCC)(=O)C. The product is [CH:12]1([NH:11][S:8]([C:5]2[CH:6]=[C:7]3[C:2](=[CH:3][CH:4]=2)[NH:1][CH:20]([C:19]2[CH:22]=[C:23]([F:25])[CH:24]=[C:17]([Br:16])[CH:18]=2)[CH2:26][C:27]3([CH3:29])[CH3:28])(=[O:10])=[O:9])[CH2:15][CH2:14][CH2:13]1. The yield is 0.400. (5) The reactants are [NH2:1][C:2]1[C:11]2[C:6](=[C:7](I)[C:8]([F:12])=[CH:9][CH:10]=2)[N:5]=[N:4][C:3]=1[C:14]([NH:16][CH:17]1[CH2:19][CH2:18]1)=[O:15].[CH3:20][O:21][C:22]1[C:27](B(O)O)=[CH:26][CH:25]=[C:24]([O:31][CH3:32])[N:23]=1. No catalyst specified. The product is [NH2:1][C:2]1[C:11]2[C:6](=[C:7]([C:27]3[C:22]([O:21][CH3:20])=[N:23][C:24]([O:31][CH3:32])=[CH:25][CH:26]=3)[C:8]([F:12])=[CH:9][CH:10]=2)[N:5]=[N:4][C:3]=1[C:14]([NH:16][CH:17]1[CH2:19][CH2:18]1)=[O:15]. The yield is 0.670. (6) The reactants are [CH3:1][C:2]1[CH:11]=[CH:10][C:9]2[C:4](=[CH:5][CH:6]=[CH:7][CH:8]=2)[C:3]=1[C:12]1[CH:13]=[C:14]([CH:17]=[CH:18][CH:19]=1)[CH:15]=[O:16].[BH4-].[Na+].Cl. The catalyst is COCCOC.O1CCCC1. The product is [CH3:1][C:2]1[CH:11]=[CH:10][C:9]2[C:4](=[CH:5][CH:6]=[CH:7][CH:8]=2)[C:3]=1[C:12]1[CH:13]=[C:14]([CH2:15][OH:16])[CH:17]=[CH:18][CH:19]=1. The yield is 0.810.